The task is: Predict the product of the given reaction.. This data is from Forward reaction prediction with 1.9M reactions from USPTO patents (1976-2016). Given the reactants [NH2:1][C:2]1[CH:19]=[C:18]([N+:20]([O-:22])=[O:21])[CH:17]=[CH:16][C:3]=1[C:4]([NH:6][CH2:7][C:8]1[CH:13]=[CH:12][CH:11]=[CH:10][C:9]=1[O:14][CH3:15])=O.CSC.B, predict the reaction product. The product is: [CH3:15][O:14][C:9]1[CH:10]=[CH:11][CH:12]=[CH:13][C:8]=1[CH2:7][NH:6][CH2:4][C:3]1[CH:16]=[CH:17][C:18]([N+:20]([O-:22])=[O:21])=[CH:19][C:2]=1[NH2:1].